Dataset: Reaction yield outcomes from USPTO patents with 853,638 reactions. Task: Predict the reaction yield, written as a fraction of the theoretical maximum amount of product (1.0 means a 100% yield; for example, 0.34 means a 34% yield). (1) The yield is 0.120. The reactants are [Cl:1][C:2]1[CH:7]=[CH:6][C:5]([C:8]2[CH:9]=[N:10][CH:11]=[C:12]3[C:17]=2[N:16]=[C:15]([C:18]([OH:20])=O)[CH:14]=[CH:13]3)=[CH:4][CH:3]=1.C(N(CC)C(C)C)(C)C.F[P-](F)(F)(F)(F)F.N1(OC(N(C)C)=[N+](C)C)C2N=CC=CC=2N=N1.[CH3:54][C:55]([CH3:59])([CH3:58])[CH2:56][NH2:57]. The product is [Cl:1][C:2]1[CH:3]=[CH:4][C:5]([C:8]2[CH:9]=[N:10][CH:11]=[C:12]3[C:17]=2[N:16]=[C:15]([C:18]([NH:57][CH2:56][C:55]([CH3:59])([CH3:58])[CH3:54])=[O:20])[CH:14]=[CH:13]3)=[CH:6][CH:7]=1. The catalyst is CN(C)C=O. (2) The reactants are [C:1]([N:8]1[CH2:13][CH2:12][NH:11][CH2:10][CH2:9]1)([O:3][C:4]([CH3:7])([CH3:6])[CH3:5])=[O:2].C([O-])([O-])=O.[Cs+].[Cs+].C1(P(C2C=CC=CC=2)C2C=CC3C(=CC=CC=3)C=2C2C3C(=CC=CC=3)C=CC=2P(C2C=CC=CC=2)C2C=CC=CC=2)C=CC=CC=1.Br[C:67]1[CH:68]=[CH:69][C:70]([N+:78]([O-:80])=[O:79])=[C:71]([CH:77]=1)[CH2:72][NH:73][C:74](=[O:76])[CH3:75]. The catalyst is C1C=CC(/C=C/C(/C=C/C2C=CC=CC=2)=O)=CC=1.C1C=CC(/C=C/C(/C=C/C2C=CC=CC=2)=O)=CC=1.C1C=CC(/C=C/C(/C=C/C2C=CC=CC=2)=O)=CC=1.[Pd].[Pd].C1(C)C=CC=CC=1. The product is [C:74]([NH:73][CH2:72][C:71]1[CH:77]=[C:67]([N:11]2[CH2:10][CH2:9][N:8]([C:1]([O:3][C:4]([CH3:7])([CH3:6])[CH3:5])=[O:2])[CH2:13][CH2:12]2)[CH:68]=[CH:69][C:70]=1[N+:78]([O-:80])=[O:79])(=[O:76])[CH3:75]. The yield is 0.720. (3) The reactants are [C:1]([C:4]1[CH:9]=[CH:8][CH:7]=[C:6]([F:10])[C:5]=1[NH:11][C:12](=O)[C:13]([O:15][CH2:16][CH3:17])=[O:14])(=[O:3])[NH2:2].CC(C)([O-])C.[K+].[Na+].[Cl-].CC(O)=O. The catalyst is CCO. The product is [F:10][C:6]1[CH:7]=[CH:8][CH:9]=[C:4]2[C:5]=1[N:11]=[C:12]([C:13]([O:15][CH2:16][CH3:17])=[O:14])[N:2]=[C:1]2[OH:3]. The yield is 0.930. (4) The reactants are [C:1]1([S:7]([N:10]2[C:14]3=[N:15][CH:16]=[C:17]([Cl:19])[CH:18]=[C:13]3[C:12]([CH2:20][C:21]3[CH:22]=[CH:23][C:24]([NH2:27])=[N:25][CH:26]=3)=[CH:11]2)(=[O:9])=[O:8])[CH:6]=[CH:5][CH:4]=[CH:3][CH:2]=1.C(O)(=O)C.[F:32][C:33]1[CH:34]=[C:35]([CH:39]=O)[CH:36]=[N:37][CH:38]=1.C([BH3-])#N.[Na+].C(=O)([O-])[O-].[K+].[K+]. The catalyst is C(O)C. The product is [C:1]1([S:7]([N:10]2[C:14]3=[N:15][CH:16]=[C:17]([Cl:19])[CH:18]=[C:13]3[C:12]([CH2:20][C:21]3[CH:22]=[CH:23][C:24]([NH:27][CH2:39][C:35]4[CH:36]=[N:37][CH:38]=[C:33]([F:32])[CH:34]=4)=[N:25][CH:26]=3)=[CH:11]2)(=[O:9])=[O:8])[CH:6]=[CH:5][CH:4]=[CH:3][CH:2]=1. The yield is 0.590. (5) The reactants are [Si:1]([O:8][CH2:9][CH2:10][C:11]1([CH2:14]O)[CH2:13][CH2:12]1)([C:4]([CH3:7])([CH3:6])[CH3:5])([CH3:3])[CH3:2].CCN(CC)CC.CS(Cl)(=O)=O.[C:28]1(=[O:38])[NH:32][C:31](=[O:33])[C:30]2=[CH:34][CH:35]=[CH:36][CH:37]=[C:29]12.[K]. The catalyst is C(Cl)Cl.C(OCC)(=O)C.[Cl-].[Na+].O.O. The product is [Si:1]([O:8][CH2:9][CH2:10][C:11]1([CH2:14][N:32]2[C:28](=[O:38])[C:29]3[C:30](=[CH:34][CH:35]=[CH:36][CH:37]=3)[C:31]2=[O:33])[CH2:12][CH2:13]1)([C:4]([CH3:5])([CH3:6])[CH3:7])([CH3:2])[CH3:3]. The yield is 0.380. (6) The reactants are [O:1]1[C:9]2[C:4](=[N:5][CH:6]=[CH:7][C:8]=2[CH:10]([CH3:13])[CH2:11][NH2:12])[CH2:3][CH2:2]1.[Cl:14][C:15]1[CH:20]=[C:19](Cl)[N:18]=[CH:17][N:16]=1.CCN(CC)CC.CCOC(C)=O. The catalyst is CC(O)C. The product is [Cl:14][C:15]1[N:16]=[CH:17][N:18]=[C:19]([NH:12][CH2:11][CH:10]([C:8]2[CH:7]=[CH:6][N:5]=[C:4]3[CH2:3][CH2:2][O:1][C:9]=23)[CH3:13])[CH:20]=1. The yield is 0.810. (7) The reactants are I[C:2]1[CH:3]=[C:4]([CH2:8][CH2:9][N:10]2[CH2:15][CH2:14][N:13]([C:16]3[CH:25]=[CH:24][CH:23]=[C:22]4[C:17]=3[CH:18]=[CH:19][C:20]([CH3:26])=[N:21]4)[CH2:12][CH2:11]2)[CH:5]=[CH:6][CH:7]=1.[NH:27]1[C:31]2=[N:32][CH2:33][CH2:34][N:30]2[CH:29]=[N:28]1.P([O-])([O-])([O-])=O.[K+].[K+].[K+]. The catalyst is COCCOC.CO.C([O-])(=O)C.[Pd+2].C([O-])(=O)C. The product is [N:27]1[N:28]=[CH:29][N:30]2[CH2:34][CH2:33][N:32]([C:2]3[CH:3]=[C:4]([CH2:8][CH2:9][N:10]4[CH2:15][CH2:14][N:13]([C:16]5[CH:25]=[CH:24][CH:23]=[C:22]6[C:17]=5[CH:18]=[CH:19][C:20]([CH3:26])=[N:21]6)[CH2:12][CH2:11]4)[CH:5]=[CH:6][CH:7]=3)[C:31]=12. The yield is 0.260.